From a dataset of Reaction yield outcomes from USPTO patents with 853,638 reactions. Predict the reaction yield, written as a fraction of the theoretical maximum amount of product (1.0 means a 100% yield; for example, 0.34 means a 34% yield). The reactants are [C:1]([C:4]1[C:9]([O:10][CH2:11][C@H:12]2[CH2:16][CH2:15][CH2:14][N:13]2C(OC(C)(C)C)=O)=[CH:8][CH:7]=[CH:6][N:5]=1)(=[O:3])[NH2:2].C(OC(C)C)(C)C.[ClH:31]. The catalyst is C(OCC)(=O)C. The product is [ClH:31].[ClH:31].[NH:13]1[CH2:14][CH2:15][CH2:16][C@@H:12]1[CH2:11][O:10][C:9]1[C:4]([C:1]([NH2:2])=[O:3])=[N:5][CH:6]=[CH:7][CH:8]=1. The yield is 0.920.